This data is from Reaction yield outcomes from USPTO patents with 853,638 reactions. The task is: Predict the reaction yield, written as a fraction of the theoretical maximum amount of product (1.0 means a 100% yield; for example, 0.34 means a 34% yield). (1) The reactants are [Cl:1][C:2]1[CH:7]=[C:6]([N+:8]([O-])=O)[CH:5]=[C:4]([CH3:11])[CH:3]=1.O.O.Cl[Sn]Cl. The catalyst is C(O)C. The product is [Cl:1][C:2]1[CH:7]=[C:6]([NH2:8])[CH:5]=[C:4]([CH3:11])[CH:3]=1. The yield is 0.970. (2) The reactants are [Br:1][C:2]1[S:6][C:5]([CH:7]([C:9]2[CH:14]=[CH:13][C:12]([F:15])=[CH:11][CH:10]=2)O)=[CH:4][CH:3]=1.[SiH](CC)(CC)CC.OS(C(F)(F)F)(=O)=O. The catalyst is C(Cl)(Cl)Cl.ClCCl. The product is [Br:1][C:2]1[S:6][C:5]([CH2:7][C:9]2[CH:14]=[CH:13][C:12]([F:15])=[CH:11][CH:10]=2)=[CH:4][CH:3]=1. The yield is 0.706. (3) The reactants are [C:1]([O:5][C:6]([NH:8][N:9]=[CH:10][C:11]1[CH:16]=[CH:15][C:14]([OH:17])=[C:13]([CH3:18])[CH:12]=1)=[O:7])([CH3:4])([CH3:3])[CH3:2]. The catalyst is CO.[Pd]. The product is [C:1]([O:5][C:6]([NH:8][NH:9][CH2:10][C:11]1[CH:16]=[CH:15][C:14]([OH:17])=[C:13]([CH3:18])[CH:12]=1)=[O:7])([CH3:4])([CH3:3])[CH3:2]. The yield is 0.940. (4) The reactants are [C:1]([C:5]1[CH:6]=[CH:7][CH:8]=[C:9]2[C:14]=1[N:13]=[C:12]([C:15]1[N:19]3[CH:20]=[C:21]([C@H:24]([N:26]4[CH2:30][CH2:29][C@H:28]([NH:31]C(=O)OC(C)(C)C)[CH2:27]4)[CH3:25])[CH:22]=[CH:23][C:18]3=[N:17][N:16]=1)[CH:11]=[CH:10]2)([CH3:4])([CH3:3])[CH3:2].Cl. The catalyst is C(Cl)Cl.CC(O)C. The product is [C:1]([C:5]1[CH:6]=[CH:7][CH:8]=[C:9]2[C:14]=1[N:13]=[C:12]([C:15]1[N:19]3[CH:20]=[C:21]([C@H:24]([N:26]4[CH2:30][CH2:29][C@H:28]([NH2:31])[CH2:27]4)[CH3:25])[CH:22]=[CH:23][C:18]3=[N:17][N:16]=1)[CH:11]=[CH:10]2)([CH3:2])([CH3:3])[CH3:4]. The yield is 0.928. (5) The reactants are [CH2:1]([C@H:3]1[CH2:8][N:7]([CH:9]2[CH2:12][O:11][CH2:10]2)[CH2:6][CH2:5][N:4]1[C:13]1[CH:14]=[CH:15][C:16]([NH:19][C:20]2[C:25](=[O:26])[N:24]([CH3:27])[CH:23]=[C:22]([C:28]3[CH:35]=[C:34]([F:36])[CH:33]=[C:32]([N:37]4[CH:49]=[CH:48][N:40]5[C:41]6[CH2:42][CH2:43][CH2:44][CH2:45][C:46]=6[CH:47]=[C:39]5[C:38]4=[O:50])[C:29]=3[CH:30]=[O:31])[CH:21]=2)=[N:17][CH:18]=1)[CH3:2].[BH4-].[Na+]. The catalyst is CO. The product is [CH2:1]([C@H:3]1[CH2:8][N:7]([CH:9]2[CH2:10][O:11][CH2:12]2)[CH2:6][CH2:5][N:4]1[C:13]1[CH:14]=[CH:15][C:16]([NH:19][C:20]2[C:25](=[O:26])[N:24]([CH3:27])[CH:23]=[C:22]([C:28]3[C:29]([CH2:30][OH:31])=[C:32]([N:37]4[CH:49]=[CH:48][N:40]5[C:41]6[CH2:42][CH2:43][CH2:44][CH2:45][C:46]=6[CH:47]=[C:39]5[C:38]4=[O:50])[CH:33]=[C:34]([F:36])[CH:35]=3)[CH:21]=2)=[N:17][CH:18]=1)[CH3:2]. The yield is 0.310. (6) The reactants are [CH2:1]([N:5]1[C:11](=[O:12])[CH2:10][CH2:9][N:8]([C:13]2[CH:18]=[CH:17][CH:16]=[C:15]([C:19]([F:22])([F:21])[F:20])[CH:14]=2)[CH2:7][CH2:6]1)[CH2:2][CH:3]=C.O.I([O-])(=O)(=O)=[O:25].[Na+]. The catalyst is CC(O)(C)C. The product is [O:12]=[C:11]1[N:5]([CH2:1][CH2:2][CH:3]=[O:25])[CH2:6][CH2:7][N:8]([C:13]2[CH:18]=[CH:17][CH:16]=[C:15]([C:19]([F:22])([F:21])[F:20])[CH:14]=2)[CH2:9][CH2:10]1. The yield is 0.640. (7) The reactants are [Br:1][C:2]1[CH:7]=[CH:6][C:5]([C:8]2[NH:12][C:11]([C@@H:13]3[CH2:17][CH2:16][CH2:15][N:14]3C(OC(C)(C)C)=O)=[N:10][CH:9]=2)=[CH:4][C:3]=1[C:25]#[C:26][CH3:27].Cl.[CH3:29][O:30][C:31]([NH:33][C@@H:34]([CH:38]([CH3:40])[CH3:39])[C:35](O)=[O:36])=[O:32].CN(C(ON1N=NC2C=CC=NC1=2)=[N+](C)C)C.F[P-](F)(F)(F)(F)F.CCN(C(C)C)C(C)C. The catalyst is C(Cl)Cl.CCOC(C)=O.CN(C=O)C.CO. The product is [Br:1][C:2]1[CH:7]=[CH:6][C:5]([C:8]2[NH:12][C:11]([C@@H:13]3[CH2:17][CH2:16][CH2:15][N:14]3[C:35](=[O:36])[C@@H:34]([NH:33][C:31](=[O:32])[O:30][CH3:29])[CH:38]([CH3:40])[CH3:39])=[N:10][CH:9]=2)=[CH:4][C:3]=1[C:25]#[C:26][CH3:27]. The yield is 0.810.